Task: Predict the reactants needed to synthesize the given product.. Dataset: Full USPTO retrosynthesis dataset with 1.9M reactions from patents (1976-2016) (1) Given the product [ClH:21].[ClH:21].[N:11]1([C:14]2[C:19]([NH2:20])=[CH:18][N:17]=[CH:16][N:15]=2)[CH2:10][CH2:9][NH:8][CH2:13][CH2:12]1, predict the reactants needed to synthesize it. The reactants are: C(OC([N:8]1[CH2:13][CH2:12][N:11]([C:14]2[C:19]([NH2:20])=[CH:18][N:17]=[CH:16][N:15]=2)[CH2:10][CH2:9]1)=O)(C)(C)C.[Cl:21]C1C=C(Cl)N=C([N+]([O-])=O)N=1. (2) Given the product [Cl:58][C:6]1[CH:7]=[CH:8][CH:9]=[CH:10][C:5]=1[N:4]([CH3:3])[CH2:11][CH2:12][CH2:13][NH:14][CH2:15][C@@H:16]1[O:30][C:20]2=[C:21]3[C:26](=[CH:27][CH:28]=[C:19]2[O:18][CH2:17]1)[N:25]=[C:24]([CH3:29])[CH:23]=[CH:22]3, predict the reactants needed to synthesize it. The reactants are: O1[C:6]2[CH:7]=[CH:8][CH:9]=[CH:10][C:5]=2[N:4]([CH2:11][CH2:12][CH2:13][NH:14][CH2:15][C@@H:16]2[O:30][C:20]3=[C:21]4[C:26](=[CH:27][CH:28]=[C:19]3[O:18][CH2:17]2)[N:25]=[C:24]([CH3:29])[CH:23]=[CH:22]4)[CH2:3]C1.C(OC(=O)N(C1OC2=C3C(=CC=C2OC1)N=C(C)C=C3)CCC=O)(C)(C)C.[Cl:58]C1C=CC=CC=1NC. (3) Given the product [C:31]1([C:2]2[N:3]([CH2:7][C:8]3[CH:9]=[C:10]([C:14]4[CH:18]=[C:17]([CH2:19][CH:20]([CH3:22])[CH3:21])[S:16][C:15]=4[S:23]([NH:26][C:27]([CH3:30])([CH3:29])[CH3:28])(=[O:25])=[O:24])[CH:11]=[CH:12][CH:13]=3)[CH:4]=[CH:5][N:6]=2)[CH:36]=[CH:35][CH:34]=[CH:33][CH:32]=1, predict the reactants needed to synthesize it. The reactants are: Br[C:2]1[N:3]([CH2:7][C:8]2[CH:9]=[C:10]([C:14]3[CH:18]=[C:17]([CH2:19][CH:20]([CH3:22])[CH3:21])[S:16][C:15]=3[S:23]([NH:26][C:27]([CH3:30])([CH3:29])[CH3:28])(=[O:25])=[O:24])[CH:11]=[CH:12][CH:13]=2)[CH:4]=[CH:5][N:6]=1.[C:31]1(B(O)O)[CH:36]=[CH:35][CH:34]=[CH:33][CH:32]=1.[OH-].[Na+].